This data is from Full USPTO retrosynthesis dataset with 1.9M reactions from patents (1976-2016). The task is: Predict the reactants needed to synthesize the given product. The reactants are: [Cl:1][C:2]1[N:11]=[C:10](Cl)[C:9]2[C:4](=[CH:5][CH:6]=[C:7]([F:13])[CH:8]=2)[N:3]=1.ClCCl.O.N. Given the product [Cl:1][C:2]1[N:11]=[CH:10][C:9]2[C:4](=[CH:5][CH:6]=[C:7]([F:13])[CH:8]=2)[N:3]=1, predict the reactants needed to synthesize it.